From a dataset of Full USPTO retrosynthesis dataset with 1.9M reactions from patents (1976-2016). Predict the reactants needed to synthesize the given product. (1) Given the product [CH3:8][CH:4]([CH2:5][CH2:6][N:10]1[CH2:15][CH2:14][CH2:13][CH2:12][CH2:11]1)[C:3]([O:2][CH3:1])=[O:9], predict the reactants needed to synthesize it. The reactants are: [CH3:1][O:2][C:3](=[O:9])[CH:4]([CH3:8])[CH2:5][CH2:6]Cl.[NH:10]1[CH2:15][CH2:14][CH2:13][CH2:12][CH2:11]1. (2) Given the product [N+:9]([C:6]1[CH:7]=[C:3]([C:1]#[N:2])[N:4]([CH3:8])[CH:5]=1)([O-:11])=[O:10], predict the reactants needed to synthesize it. The reactants are: [C:1]([C:3]1[N:4]([CH3:8])[CH:5]=[CH:6][CH:7]=1)#[N:2].[N+:9]([O-])([OH:11])=[O:10].[OH-].[Na+]. (3) Given the product [C:26]([O:25][C:23]([N:30]1[CH2:35][CH2:34][N:33]([C:3]2[CH:2]=[CH:10][C:6]([C:7](=[O:9])[NH:20][CH2:19][CH2:18][C:17]3[CH:21]=[CH:22][C:14]([Cl:13])=[CH:15][CH:16]=3)=[C:5]([Cl:11])[N:4]=2)[CH2:32][CH2:31]1)=[O:24])([CH3:29])([CH3:27])[CH3:28], predict the reactants needed to synthesize it. The reactants are: C[C:2]1[C:3](Cl)=[N:4][C:5]([Cl:11])=[C:6]([CH:10]=1)[C:7]([OH:9])=O.[Cl:13][C:14]1[CH:22]=[CH:21][C:17]([CH2:18][CH2:19][NH2:20])=[CH:16][CH:15]=1.[C:23]([N:30]1[CH2:35][CH2:34][NH:33][CH2:32][CH2:31]1)([O:25][C:26]([CH3:29])([CH3:28])[CH3:27])=[O:24]. (4) Given the product [C:38]1([C:31]2[C:32]3[C:37]([C:24]([C:1]4[CH:60]=[C:59]5[C:50]([CH:51]=[C:52]6[C:57](=[CH:58]5)[CH:56]=[CH:55][CH:54]=[CH:53]6)=[C:49]5[CH:44]=[CH:45][CH:46]=[CH:47][C:48]=45)=[C:25]4[C:30]=2[CH:29]=[CH:28][CH:27]=[CH:26]4)=[CH:36][CH:35]=[CH:34][CH:33]=3)[CH:39]=[CH:40][CH:41]=[CH:42][CH:43]=1, predict the reactants needed to synthesize it. The reactants are: [C:1]1(C)C=CC=CC=1P(C1C=CC=CC=1C)C1C=CC=CC=1C.Br[C:24]1[C:25]2[C:30]([C:31]([C:38]3[CH:43]=[CH:42][CH:41]=[CH:40][CH:39]=3)=[C:32]3[C:37]=1[CH:36]=[CH:35][CH:34]=[CH:33]3)=[CH:29][CH:28]=[CH:27][CH:26]=2.[CH:44]1[C:49]2[C:50]3[C:59]([CH:60]=C(B(O)O)[C:48]=2[CH:47]=[CH:46][CH:45]=1)=[CH:58][C:57]1[C:52](=[CH:53][CH:54]=[CH:55][CH:56]=1)[CH:51]=3.P([O-])([O-])([O-])=O.[K+].[K+].[K+]. (5) Given the product [CH2:24]([NH:26][C:27]([NH:17][C:15]1[N:16]=[C:12]2[CH:11]=[C:10]([C:18]3[CH:19]=[N:20][CH:21]=[CH:22][CH:23]=3)[CH:9]=[C:8]([C:5]3[S:4][C:3]([CH2:1][CH3:2])=[N:7][CH:6]=3)[N:13]2[N:14]=1)=[O:28])[CH3:25], predict the reactants needed to synthesize it. The reactants are: [CH2:1]([C:3]1[S:4][C:5]([C:8]2[N:13]3[N:14]=[C:15]([NH2:17])[N:16]=[C:12]3[CH:11]=[C:10]([C:18]3[CH:19]=[N:20][CH:21]=[CH:22][CH:23]=3)[CH:9]=2)=[CH:6][N:7]=1)[CH3:2].[CH2:24]([N:26]=[C:27]=[O:28])[CH3:25]. (6) Given the product [F:3][C:4]1[C:12]2[C:11]([NH:13][C:14]3[CH:19]=[CH:18][C:17]([N+:20]([O-:22])=[O:21])=[CH:16][C:15]=3[F:23])=[CH:10][CH:9]=[N:8][C:7]=2[NH:6][CH:5]=1, predict the reactants needed to synthesize it. The reactants are: [OH-].[Na+].[F:3][C:4]1[C:12]2[C:11]([NH:13][C:14]3[CH:19]=[CH:18][C:17]([N+:20]([O-:22])=[O:21])=[CH:16][C:15]=3[F:23])=[CH:10][CH:9]=[N:8][C:7]=2[N:6](S(C2C=CC(C)=CC=2)(=O)=O)[CH:5]=1.O.C(OCC)(=O)C. (7) Given the product [C:1]([O:5][C:6]([N:8]1[CH2:12][C@@H:11]([CH2:13][N:14]([CH:15]([CH3:16])[CH3:17])[C:41]([C:38]2[CH:39]=[C:40]3[C:35]([CH:34]=[CH:33][N:32]3[CH2:31][CH2:30][CH2:29][O:28][CH3:27])=[CH:36][CH:37]=2)=[O:42])[C@H:10]([C:18]([CH3:26])([CH3:25])[O:19][SiH2:20][C:21]([CH3:24])([CH3:23])[CH3:22])[CH2:9]1)=[O:7])([CH3:4])([CH3:2])[CH3:3], predict the reactants needed to synthesize it. The reactants are: [C:1]([O:5][C:6]([N:8]1[CH2:12][C@@H:11]([CH2:13][NH:14][CH:15]([CH3:17])[CH3:16])[C@H:10]([C:18]([CH3:26])([CH3:25])[O:19][SiH2:20][C:21]([CH3:24])([CH3:23])[CH3:22])[CH2:9]1)=[O:7])([CH3:4])([CH3:3])[CH3:2].[CH3:27][O:28][CH2:29][CH2:30][CH2:31][N:32]1[C:40]2[C:35](=[CH:36][CH:37]=[C:38]([C:41](O)=[O:42])[CH:39]=2)[CH:34]=[CH:33]1.C(N(CC)CC)C. (8) Given the product [O:29]=[S:2]1(=[O:1])[CH2:7][CH2:6][N:5]([C:8]([C:10]2[N:11]([CH:30]([CH3:32])[CH3:31])[C:12]3[C:17]([CH:18]=2)=[CH:16][C:15]([O:19][CH:20]2[CH2:25][CH2:24][N:23]([CH:26]([CH3:27])[CH3:28])[CH2:22][CH2:21]2)=[CH:14][CH:13]=3)=[O:9])[CH2:4][CH2:3]1, predict the reactants needed to synthesize it. The reactants are: [O:1]=[S:2]1(=[O:29])[CH2:7][CH2:6][N:5]([C:8]([C:10]2[NH:11][C:12]3[C:17]([CH:18]=2)=[CH:16][C:15]([O:19][CH:20]2[CH2:25][CH2:24][N:23]([CH:26]([CH3:28])[CH3:27])[CH2:22][CH2:21]2)=[CH:14][CH:13]=3)=[O:9])[CH2:4][CH2:3]1.[CH:30](CS([O-])(=O)=O)([CH3:32])[CH3:31].C(=O)([O-])[O-].[Cs+].[Cs+]. (9) The reactants are: [Cl:1][C:2]1[CH:11]=[C:10]([C:12]([NH:14][CH2:15][C:16]2[CH:21]=[CH:20][CH:19]=[C:18]([O:22]C)[CH:17]=2)=[O:13])[CH:9]=[C:8]([Cl:24])[C:3]=1[C:4]([O:6]C)=[O:5].C(=O)=O.CC(C)=O.B(Br)(Br)Br. Given the product [Cl:1][C:2]1[CH:11]=[C:10]([C:12]([NH:14][CH2:15][C:16]2[CH:21]=[CH:20][CH:19]=[C:18]([OH:22])[CH:17]=2)=[O:13])[CH:9]=[C:8]([Cl:24])[C:3]=1[C:4]([OH:6])=[O:5], predict the reactants needed to synthesize it. (10) Given the product [O:10]1[CH2:11][CH2:12][O:13][CH:9]1[C:7]1[O:8][C:4]([CH2:2][CH:3]=[O:1])=[CH:5][CH:6]=1, predict the reactants needed to synthesize it. The reactants are: [O:1]1[CH2:3][CH:2]1[C:4]1[O:8][C:7]([CH:9]2[O:13][CH2:12][CH2:11][O:10]2)=[CH:6][CH:5]=1.